The task is: Predict the reaction yield, written as a fraction of the theoretical maximum amount of product (1.0 means a 100% yield; for example, 0.34 means a 34% yield).. This data is from Reaction yield outcomes from USPTO patents with 853,638 reactions. (1) The reactants are Br[C:2]1[C:3]2[N:10]([C:11]3[CH:16]=[CH:15][C:14]([O:17][CH2:18][CH2:19][N:20]([CH3:22])[CH3:21])=[CH:13][CH:12]=3)[C:9]([C:23]3[C:24]([NH2:28])=[N:25][O:26][N:27]=3)=[N:8][C:4]=2[CH:5]=[N:6][CH:7]=1.[C:29]1(B(O)O)[CH:34]=[CH:33][CH:32]=[CH:31][CH:30]=1.C(Cl)Cl.C([O-])([O-])=O.[K+].[K+]. The catalyst is O1CCOCC1.C1C=CC(P(C2C=CC=CC=2)[C-]2C=CC=C2)=CC=1.C1C=CC(P(C2C=CC=CC=2)[C-]2C=CC=C2)=CC=1.Cl[Pd]Cl.[Fe+2]. The product is [CH3:22][N:20]([CH3:21])[CH2:19][CH2:18][O:17][C:14]1[CH:15]=[CH:16][C:11]([N:10]2[C:3]3[C:2]([C:29]4[CH:34]=[CH:33][CH:32]=[CH:31][CH:30]=4)=[CH:7][N:6]=[CH:5][C:4]=3[N:8]=[C:9]2[C:23]2[C:24]([NH2:28])=[N:25][O:26][N:27]=2)=[CH:12][CH:13]=1. The yield is 0.160. (2) The yield is 1.00. The product is [CH3:1][S:2]([O:30][CH2:29][CH2:28][C:23]12[CH2:24][CH2:25][C:20]([C:9]3[CH:10]=[C:11]([O:13][CH:14]4[CH2:19][CH2:18][CH2:17][CH2:16][O:15]4)[CH:12]=[C:7]([F:6])[CH:8]=3)([CH2:27][CH2:26]1)[O:21][CH2:22]2)(=[O:4])=[O:3]. The catalyst is C(Cl)Cl. The reactants are [CH3:1][S:2](Cl)(=[O:4])=[O:3].[F:6][C:7]1[CH:8]=[C:9]([C:20]23[CH2:27][CH2:26][C:23]([CH2:28][CH2:29][OH:30])([CH2:24][CH2:25]2)[CH2:22][O:21]3)[CH:10]=[C:11]([O:13][CH:14]2[CH2:19][CH2:18][CH2:17][CH2:16][O:15]2)[CH:12]=1. (3) The product is [CH2:11](/[N:15]=[CH:4]/[C:3]1[C:6]([F:10])=[CH:7][CH:8]=[CH:9][C:2]=1[Cl:1])[CH2:12][CH2:13][CH3:14]. The yield is 0.990. The reactants are [Cl:1][C:2]1[CH:9]=[CH:8][CH:7]=[C:6]([F:10])[C:3]=1[CH:4]=O.[CH2:11]([NH2:15])[CH2:12][CH2:13][CH3:14].C1(C)C=CC(S(O)(=O)=O)=CC=1. The catalyst is C1(C)C=CC=CC=1. (4) The reactants are [CH3:1][N:2]([C:10]1[CH:18]=[C:17]2[C:13]([C:14]([CH:27]=[CH:28][C:29]3[CH:34]=[CH:33][CH:32]=[CH:31][CH:30]=3)=[N:15][N:16]2COCC[Si](C)(C)C)=[CH:12][CH:11]=1)[C:3]1[CH:8]=[CH:7][CH:6]=[C:5]([NH2:9])[CH:4]=1.CCCC[N+](CCCC)(CCCC)CCCC.[F-].C1COCC1.C(N)CN. No catalyst specified. The product is [CH3:1][N:2]([C:10]1[CH:18]=[C:17]2[C:13]([C:14]([CH:27]=[CH:28][C:29]3[CH:34]=[CH:33][CH:32]=[CH:31][CH:30]=3)=[N:15][NH:16]2)=[CH:12][CH:11]=1)[C:3]1[CH:8]=[CH:7][CH:6]=[C:5]([NH2:9])[CH:4]=1. The yield is 0.700.